This data is from Human Reference Interactome with 51,813 positive PPI pairs across 8,248 proteins, plus equal number of experimentally-validated negative pairs. The task is: Binary Classification. Given two protein amino acid sequences, predict whether they physically interact or not. Protein 1 (ENSG00000072818) has sequence MTVKLDFEECLKDSPRFRASIELVEAEVSELETRLEKLLKLGTGLLESGRHYLAASRAFVVGICDLARLGPPEPMMAECLEKFTVSLNHKLDSHAELLDATQHTLQQQIQTLVKEGLRGFREARRDFWRGAESLEAALTHNAEVPRRRAQEAEEAGAALRTARAGYRGRALDYALQINVIEDKRKFDIMEFVLRLVEAQATHFQQGHEELSRLSQYRKELGAQLHQLVLNSAREKRDMEQRHVLLKQKELGGEEPEPSLREGPGGLVMEGHLFKRASNAFKTWSRRWFTIQSNQLVYQKK.... Protein 2 (ENSG00000109103) has sequence MKVKKGGGGAGTATESAPGPSGQSVAPIPQPPAESESGSESEPDAGPGPRPGPLQRKQPIGPEDVLGLQRITGDYLCSPEENIYKIDFVRFKIRDMDSGTVLFEIKKPPVSERLPINRRDLDPNAGRFVRYQFTPAFLRLRQVGATVEFTVGDKPVNNFRMIERHYFRNQLLKSFDFHFGFCIPSSKNTCEHIYDFPPLSEELISEMIRHPYETQSDSFYFVDDRLVMHNKADYSYSGTP*MKVKKGGGGAGTATESAPGPSGQSVAPIPQPPAESESGSESEPDAGPGPRPGPLQRKQP.... Result: 0 (the proteins do not interact).